From a dataset of Forward reaction prediction with 1.9M reactions from USPTO patents (1976-2016). Predict the product of the given reaction. (1) Given the reactants [F:1][C:2]([F:9])([S:5]([O-:8])(=[O:7])=[O:6])[CH2:3][OH:4].[C:10]1([S+:16]([C:23]2[CH:28]=[CH:27][CH:26]=[CH:25][CH:24]=2)[C:17]2[CH:22]=[CH:21][CH:20]=[CH:19][CH:18]=2)[CH:15]=[CH:14][CH:13]=[CH:12][CH:11]=1.C(N(CC)CC)C.[C:36]12([C:47](Cl)=[O:48])[CH2:45][CH:40]3[CH2:41][CH:42]([CH2:44][CH:38]([C:39]3=[O:46])[CH2:37]1)[CH2:43]2.Cl, predict the reaction product. The product is: [C:36]12([C:47]([O:4][CH2:3][C:2]([F:9])([F:1])[S:5]([O-:8])(=[O:7])=[O:6])=[O:48])[CH2:45][CH:40]3[CH2:41][CH:42]([CH2:44][CH:38]([C:39]3=[O:46])[CH2:37]1)[CH2:43]2.[C:23]1([S+:16]([C:10]2[CH:11]=[CH:12][CH:13]=[CH:14][CH:15]=2)[C:17]2[CH:22]=[CH:21][CH:20]=[CH:19][CH:18]=2)[CH:24]=[CH:25][CH:26]=[CH:27][CH:28]=1. (2) The product is: [CH2:19]([C:21]1[C:22]([CH:23]=[O:24])=[CH:25][CH:26]=[CH:27][C:28]=1[C:2]1[N:6]=[C:5]([C:7]2[CH:8]=[CH:9][C:10]([O:15][CH:16]([CH3:18])[CH3:17])=[C:11]([CH:14]=2)[C:12]#[N:13])[S:4][N:3]=1)[CH3:20]. Given the reactants Br[C:2]1[N:6]=[C:5]([C:7]2[CH:8]=[CH:9][C:10]([O:15][CH:16]([CH3:18])[CH3:17])=[C:11]([CH:14]=2)[C:12]#[N:13])[S:4][N:3]=1.[CH2:19]([C:21]1[C:28](B2OC(C)(C)C(C)(C)O2)=[CH:27][CH:26]=[CH:25][C:22]=1[CH:23]=[O:24])[CH3:20].P([O-])([O-])([O-])=O.[K+].[K+].[K+], predict the reaction product. (3) Given the reactants [CH:1]1([C:4]2[CH:5]=[N:6][N:7]([CH3:18])[C:8]=2[C:9]2[CH:10]=[C:11]([C:14]([O:16]C)=[O:15])[S:12][CH:13]=2)[CH2:3][CH2:2]1.[OH-].[Na+], predict the reaction product. The product is: [CH:1]1([C:4]2[CH:5]=[N:6][N:7]([CH3:18])[C:8]=2[C:9]2[CH:10]=[C:11]([C:14]([OH:16])=[O:15])[S:12][CH:13]=2)[CH2:2][CH2:3]1. (4) Given the reactants Br[CH2:2][C:3]1[CH:8]=[CH:7][C:6]([C:9]2[CH:14]=[CH:13][CH:12]=[CH:11][C:10]=2[C:15]2[N:19]([CH2:20][C:21]3[CH:26]=[CH:25][C:24]([O:27][CH3:28])=[CH:23][CH:22]=3)[N:18]=[N:17][N:16]=2)=[CH:5][CH:4]=1.C(#N)C.[C:32]([O:36][C:37]([NH:39][C:40]1[C:49]([N+:50]([O-:52])=[O:51])=[CH:48][CH:47]=[CH:46][C:41]=1[C:42]([O:44][CH3:45])=[O:43])=[O:38])([CH3:35])([CH3:34])[CH3:33].C(=O)([O-])[O-].[K+].[K+], predict the reaction product. The product is: [C:32]([O:36][C:37]([N:39]([C:40]1[C:49]([N+:50]([O-:52])=[O:51])=[CH:48][CH:47]=[CH:46][C:41]=1[C:42]([O:44][CH3:45])=[O:43])[CH2:2][C:3]1[CH:8]=[CH:7][C:6]([C:9]2[CH:14]=[CH:13][CH:12]=[CH:11][C:10]=2[C:15]2[N:19]([CH2:20][C:21]3[CH:26]=[CH:25][C:24]([O:27][CH3:28])=[CH:23][CH:22]=3)[N:18]=[N:17][N:16]=2)=[CH:5][CH:4]=1)=[O:38])([CH3:35])([CH3:33])[CH3:34]. (5) Given the reactants C([C:3]([CH2:10][CH3:11])([C:7]([O-:9])=[O:8])[C:4]([O-:6])=[O:5])C.ClCCC1[C:24]2[C:19](=[CH:20][C:21]([O:27][CH3:28])=[CH:22][C:23]=2[O:25][CH3:26])[O:18][C:17](=[O:29])[CH:16]=1.[CH2:30]1OCCOCCOCCOCCOCCO[CH2:31]1.[I-].[K+].[CH3:50][C:51](C)([O-])C.[K+].Cl, predict the reaction product. The product is: [C:4]([CH:3]([C:7]([O:9][CH2:50][CH3:51])=[O:8])[CH2:10][C:11]1[C:20]2[C:19](=[CH:24][C:23]([O:25][CH3:26])=[CH:22][C:21]=2[O:27][CH3:28])[O:18][C:17](=[O:29])[CH:16]=1)([O:6][CH2:30][CH3:31])=[O:5]. (6) The product is: [C:22]([O:30][CH2:31][C:32]1[CH:33]=[C:34]([CH:37]=[CH:38][C:39]=1[CH2:40][O:41][C:42](=[O:49])[C:43]1[CH:44]=[CH:45][CH:46]=[CH:47][CH:48]=1)[CH2:35][O:19][C:17]1[CH:16]=[CH:15][C:14]([CH2:20][CH3:21])=[C:13]([C:4]2[CH:5]=[CH:6][C:7]([C:9](=[O:12])[CH2:10][CH3:11])=[CH:8][C:3]=2[CH2:1][CH3:2])[CH:18]=1)(=[O:29])[C:23]1[CH:24]=[CH:25][CH:26]=[CH:27][CH:28]=1. Given the reactants [CH2:1]([C:3]1[CH:8]=[C:7]([C:9](=[O:12])[CH2:10][CH3:11])[CH:6]=[CH:5][C:4]=1[C:13]1[CH:18]=[C:17]([OH:19])[CH:16]=[CH:15][C:14]=1[CH2:20][CH3:21])[CH3:2].[C:22]([O:30][CH2:31][C:32]1[CH:33]=[C:34]([CH:37]=[CH:38][C:39]=1[CH2:40][O:41][C:42](=[O:49])[C:43]1[CH:48]=[CH:47][CH:46]=[CH:45][CH:44]=1)[CH2:35]Br)(=[O:29])[C:23]1[CH:28]=[CH:27][CH:26]=[CH:25][CH:24]=1, predict the reaction product. (7) Given the reactants [CH:1]1([NH2:7])[CH2:6][CH2:5][CH:4]=[CH:3][CH2:2]1.[C:8]1(=O)[CH2:13][CH2:12][CH2:11][CH2:10][CH2:9]1.C1N=CN([C:20]([N:22]2[CH:26]=N[CH:24]=[CH:23]2)=[O:21])C=1.[Cl:27][C:28]1[S:32][C:31]([NH2:33])=[N:30][CH:29]=1, predict the reaction product. The product is: [CH:1]1([NH:7][CH:8]2[CH2:13][CH2:12][CH2:11][CH2:10][CH2:9]2)[CH2:6][CH2:5][CH:4]=[CH:3][CH2:2]1.[Cl:27][C:28]1[S:32][C:31]([NH:33][C:20](=[O:21])[N:22]([CH:23]2[CH2:24][CH2:10][CH:9]=[CH:8][CH2:13]2)[CH:26]2[CH2:3][CH2:4][CH2:5][CH2:6][CH2:1]2)=[N:30][CH:29]=1.